Dataset: NCI-60 drug combinations with 297,098 pairs across 59 cell lines. Task: Regression. Given two drug SMILES strings and cell line genomic features, predict the synergy score measuring deviation from expected non-interaction effect. Drug 1: C(CC(=O)O)C(=O)CN.Cl. Drug 2: C1=NNC2=C1C(=O)NC=N2. Cell line: HL-60(TB). Synergy scores: CSS=31.1, Synergy_ZIP=0.728, Synergy_Bliss=2.04, Synergy_Loewe=3.08, Synergy_HSA=3.08.